From a dataset of Full USPTO retrosynthesis dataset with 1.9M reactions from patents (1976-2016). Predict the reactants needed to synthesize the given product. (1) The reactants are: [NH2:1][C:2]1[C:3](=[O:9])[N:4]([CH3:8])[N:5]=[CH:6][CH:7]=1.[CH:10]([C:13]1[CH:14]=[CH:15][C:16]([CH3:26])=[C:17]([CH:25]=1)[O:18][CH:19]1[CH2:24][CH2:23][NH:22][CH2:21][CH2:20]1)([CH3:12])[CH3:11].Cl.FC(F)(F)C1C=CC=C[C:31]=1[O:32]C1CCNCC1. Given the product [CH3:8][N:4]1[C:3](=[O:9])[C:2]([NH:1][C:31]([N:22]2[CH2:23][CH2:24][CH:19]([O:18][C:17]3[CH:25]=[C:13]([CH:10]([CH3:12])[CH3:11])[CH:14]=[CH:15][C:16]=3[CH3:26])[CH2:20][CH2:21]2)=[O:32])=[CH:7][CH:6]=[N:5]1, predict the reactants needed to synthesize it. (2) Given the product [CH2:1]([O:8][C:9]1[N:24]=[C:23]([C:25]2[CH:33]=[CH:32][C:31]3[N:30]4[CH2:34][CH:35]([NH:37][CH3:38])[CH2:36][C:29]4=[CH:28][C:27]=3[CH:26]=2)[C:22]([CH3:46])=[C:21]([O:47][CH2:48][C:49]2[CH:50]=[CH:51][CH:52]=[CH:53][CH:54]=2)[C:10]=1[C:11]([O:13][CH2:14][C:15]1[CH:16]=[CH:17][CH:18]=[CH:19][CH:20]=1)=[O:12])[C:2]1[CH:7]=[CH:6][CH:5]=[CH:4][CH:3]=1, predict the reactants needed to synthesize it. The reactants are: [CH2:1]([O:8][C:9]1[N:24]=[C:23]([C:25]2[CH:33]=[CH:32][C:31]3[N:30]4[CH2:34][CH:35]([N:37](C(OC(C)(C)C)=O)[CH3:38])[CH2:36][C:29]4=[CH:28][C:27]=3[CH:26]=2)[C:22]([CH3:46])=[C:21]([O:47][CH2:48][C:49]2[CH:54]=[CH:53][CH:52]=[CH:51][CH:50]=2)[C:10]=1[C:11]([O:13][CH2:14][C:15]1[CH:20]=[CH:19][CH:18]=[CH:17][CH:16]=1)=[O:12])[C:2]1[CH:7]=[CH:6][CH:5]=[CH:4][CH:3]=1.